Dataset: Reaction yield outcomes from USPTO patents with 853,638 reactions. Task: Predict the reaction yield, written as a fraction of the theoretical maximum amount of product (1.0 means a 100% yield; for example, 0.34 means a 34% yield). The reactants are Cl.O1CCOCC1.[C:8]([NH:12][C:13]([C:15]1[N:19]=[C:18]([C:20]2[CH:25]=[CH:24][C:23]([NH:26]C(OC(C)(C)C)=O)=[CH:22][N:21]=2)[N:17]([C:34]2[CH:35]=[N:36][C:37]([O:40][CH3:41])=[CH:38][CH:39]=2)[N:16]=1)=[O:14])([CH3:11])([CH3:10])[CH3:9].C(=O)([O-])O.[Na+]. The catalyst is ClCCl. The product is [C:8]([NH:12][C:13]([C:15]1[N:19]=[C:18]([C:20]2[CH:25]=[CH:24][C:23]([NH2:26])=[CH:22][N:21]=2)[N:17]([C:34]2[CH:35]=[N:36][C:37]([O:40][CH3:41])=[CH:38][CH:39]=2)[N:16]=1)=[O:14])([CH3:11])([CH3:10])[CH3:9]. The yield is 0.800.